This data is from Reaction yield outcomes from USPTO patents with 853,638 reactions. The task is: Predict the reaction yield, written as a fraction of the theoretical maximum amount of product (1.0 means a 100% yield; for example, 0.34 means a 34% yield). (1) The reactants are O.[OH-].[Li+].[CH3:4][O:5][C:6]1[CH:11]=[CH:10][CH:9]=[CH:8][C:7]=1[C:12]1[O:13][C:14]2[CH:20]=[CH:19][C:18]([C:21]([O:23]C)=[O:22])=[CH:17][C:15]=2[CH:16]=1.Cl. The catalyst is O.O1CCCC1. The product is [CH3:4][O:5][C:6]1[CH:11]=[CH:10][CH:9]=[CH:8][C:7]=1[C:12]1[O:13][C:14]2[CH:20]=[CH:19][C:18]([C:21]([OH:23])=[O:22])=[CH:17][C:15]=2[CH:16]=1. The yield is 0.970. (2) The reactants are [Br:1][C:2]1[CH:3]=[C:4]([CH2:8][C:9]([OH:11])=[O:10])[CH:5]=[CH:6][CH:7]=1.[Si](C=[N+]=[N-])(C)(C)[CH3:13]. The catalyst is C1C=CC=CC=1.CO. The product is [Br:1][C:2]1[CH:3]=[C:4]([CH2:8][C:9]([O:11][CH3:13])=[O:10])[CH:5]=[CH:6][CH:7]=1. The yield is 0.697. (3) The reactants are F[C:2]1[CH:3]=[CH:4][C:5]([N+:12]([O-:14])=[O:13])=[C:6]([C:8]([F:11])([F:10])[F:9])[CH:7]=1.CCN(CC)CC.S(C1C=CC(C)=CC=1)(O)(=O)=O.[CH3:33][C@H:34]1[CH2:38][CH2:37][CH2:36][NH:35]1. The catalyst is CC#N. The product is [CH3:33][C@H:34]1[CH2:38][CH2:37][CH2:36][N:35]1[C:2]1[CH:3]=[CH:4][C:5]([N+:12]([O-:14])=[O:13])=[C:6]([C:8]([F:11])([F:10])[F:9])[CH:7]=1. The yield is 0.940. (4) The reactants are [CH:1]1([N:7]([CH:18]2[CH2:23][CH2:22][CH2:21][CH2:20][CH2:19]2)[C:8]([NH:10][C:11]2[S:12][C:13]([CH:16]=O)=[CH:14][N:15]=2)=[O:9])[CH2:6][CH2:5][CH2:4][CH2:3][CH2:2]1.[CH:24]([NH2:27])([CH3:26])[CH3:25].C(O[BH-](OC(=O)C)OC(=O)C)(=O)C.[Na+]. No catalyst specified. The product is [CH:1]1([N:7]([CH:18]2[CH2:23][CH2:22][CH2:21][CH2:20][CH2:19]2)[C:8]([NH:10][C:11]2[S:12][C:13]([CH2:16][NH:27][CH:24]([CH3:26])[CH3:25])=[CH:14][N:15]=2)=[O:9])[CH2:6][CH2:5][CH2:4][CH2:3][CH2:2]1. The yield is 0.420. (5) The reactants are Cl.O1CCOCC1.[CH3:8][C:9]1([CH3:40])[C:17]2[C:12](=[CH:13][CH:14]=[C:15]([N:18]3[CH2:22][CH2:21][N:20]([C:23]4[CH:24]=[N:25][CH:26]=[CH:27][C:28]=4[CH3:29])[C:19]3=[O:30])[CH:16]=2)[N:11]([CH2:31][O:32]CC[Si](C)(C)C)[C:10]1=[O:39].CO.C(=O)(O)[O-]. The catalyst is C(Cl)(Cl)Cl. The product is [OH:32][CH2:31][N:11]1[C:12]2[C:17](=[CH:16][C:15]([N:18]3[CH2:22][CH2:21][N:20]([C:23]4[CH:24]=[N:25][CH:26]=[CH:27][C:28]=4[CH3:29])[C:19]3=[O:30])=[CH:14][CH:13]=2)[C:9]([CH3:8])([CH3:40])[C:10]1=[O:39]. The yield is 0.949.